This data is from CYP2D6 inhibition data for predicting drug metabolism from PubChem BioAssay. The task is: Regression/Classification. Given a drug SMILES string, predict its absorption, distribution, metabolism, or excretion properties. Task type varies by dataset: regression for continuous measurements (e.g., permeability, clearance, half-life) or binary classification for categorical outcomes (e.g., BBB penetration, CYP inhibition). Dataset: cyp2d6_veith. (1) The compound is O=C(Nc1ccccc1)c1cc(-n2cnnc2)ccc1Cl. The result is 0 (non-inhibitor). (2) The compound is COc1ccccc1-c1ccc2ncnc(NCc3cccnc3)c2c1. The result is 1 (inhibitor). (3) The molecule is COC(=O)c1ccc(Oc2cc(C)nc(-n3nc(C)cc3C)n2)cc1. The result is 0 (non-inhibitor). (4) The result is 0 (non-inhibitor). The drug is COc1ccc(-c2nc3cnc(Nc4cccc(OC)c4)nc3n(C)c2=O)cc1. (5) The molecule is CN1C2CCC1/C(=C\c1ccccc1)C(=O)/C2=C\c1ccccc1. The result is 1 (inhibitor). (6) The drug is CCN(CC)C(=O)C1=C(C)NC(=S)NC1c1cn(-c2ccccc2)nc1-c1ccc(Cl)cc1. The result is 0 (non-inhibitor). (7) The molecule is CCCCC[n+]1ccn(-c2nc3ccccc3nc2[N-]S(=O)(=O)c2ccc(C)cc2)c1. The result is 0 (non-inhibitor). (8) The molecule is O=C(Cn1nnc2ccccc21)N/N=C\C=C\c1ccccc1. The result is 0 (non-inhibitor). (9) The compound is Nc1c(-c2cccs2)cnn1-c1nc(-c2ccc(F)cc2)cs1. The result is 0 (non-inhibitor). (10) The molecule is O=c1ccc(/C=C/c2ccccc2)n[nH]1. The result is 0 (non-inhibitor).